From a dataset of Forward reaction prediction with 1.9M reactions from USPTO patents (1976-2016). Predict the product of the given reaction. (1) Given the reactants [S:1]1(=[O:7])(=[O:6])[CH2:5][CH:4]=[CH:3][CH2:2]1.[N:8]1([C:14]([O:16][C:17]([CH3:20])([CH3:19])[CH3:18])=[O:15])[CH2:13][CH2:12][NH:11][CH2:10][CH2:9]1, predict the reaction product. The product is: [O:6]=[S:1]1(=[O:7])[CH2:5][CH2:4][CH:3]([N:11]2[CH2:10][CH2:9][N:8]([C:14]([O:16][C:17]([CH3:20])([CH3:19])[CH3:18])=[O:15])[CH2:13][CH2:12]2)[CH2:2]1. (2) Given the reactants [F:1][C:2]1[C:10]([O:11][CH3:12])=[CH:9][C:8]([O:13][CH3:14])=[C:7]([F:15])[C:3]=1C(O)=O.C([N:18]([CH2:21]C)CC)C.[C:23]([OH:27])([CH3:26])([CH3:25])[CH3:24].C1(P(N=[N+]=[N-])(C2C=CC=CC=2)=[O:35])C=CC=CC=1, predict the reaction product. The product is: [C:23]([O:27][C:21](=[O:35])[NH:18][C:3]1[C:7]([F:15])=[C:8]([O:13][CH3:14])[CH:9]=[C:10]([O:11][CH3:12])[C:2]=1[F:1])([CH3:26])([CH3:25])[CH3:24]. (3) The product is: [OH:22][C:23]([CH2:33][C:34]1[C:42]2[C:37](=[CH:38][CH:39]=[CH:40][CH:41]=2)[NH:36][CH:35]=1)([C:30]([OH:32])=[O:31])[CH2:24][C:25](=[N:44][OH:45])[C:26]([OH:28])=[O:27]. Given the reactants N1C2C(=CC=CC=2)C(CC(=O)C(O)=O)=C1.C(O)(=O)C(C)=O.[OH:22][C:23]([CH2:33][C:34]1[C:42]2[C:37](=[CH:38][CH:39]=[CH:40][CH:41]=2)[NH:36][CH:35]=1)([C:30]([OH:32])=[O:31])[CH2:24][C:25](=O)[C:26]([OH:28])=[O:27].Cl.[NH2:44][OH:45].Cl, predict the reaction product. (4) Given the reactants [F:1][O:2][P:3]([CH2:7][C:8]1[CH:13]=[CH:12][C:11]([CH2:14][N:15]([S:31]([C:34]2[CH:39]=[CH:38][CH:37]=[CH:36][C:35]=2[O:40][CH3:41])(=[O:33])=[O:32])[CH2:16][C:17]2[CH:22]=[CH:21][C:20]([C:23]3[CH:28]=[CH:27][CH:26]=[C:25]([C:29]#[N:30])[CH:24]=3)=[CH:19][CH:18]=2)=[CH:10][C:9]=1[Cl:42])([O:5][F:6])=[O:4].[N-:43]=[N+:44]=[N-:45].[Na+].[Cl-].[NH4+], predict the reaction product. The product is: [F:6][O:5][P:3]([CH2:7][C:8]1[CH:13]=[CH:12][C:11]([CH2:14][N:15]([S:31]([C:34]2[CH:39]=[CH:38][CH:37]=[CH:36][C:35]=2[O:40][CH3:41])(=[O:33])=[O:32])[CH2:16][C:17]2[CH:22]=[CH:21][C:20]([C:23]3[CH:28]=[CH:27][CH:26]=[C:25]([C:29]4[N:43]=[N:44][NH:45][N:30]=4)[CH:24]=3)=[CH:19][CH:18]=2)=[CH:10][C:9]=1[Cl:42])([O:2][F:1])=[O:4]. (5) Given the reactants Cl[C:2]1[CH:11]=[CH:10][N:9]=[C:8]2[C:3]=1[CH:4]=[CH:5][C:6]([CH3:12])=[N:7]2.[NH2:13][C:14]1[CH:19]=[C:18]([O:20][CH2:21][C:22]2[CH:27]=[CH:26][CH:25]=[C:24]([Br:28])[CH:23]=2)[CH:17]=[CH:16][C:15]=1[S:29][C:30]1[CH:35]=[CH:34][C:33]([OH:36])=[CH:32][CH:31]=1, predict the reaction product. The product is: [Br:28][C:24]1[CH:23]=[C:22]([CH:27]=[CH:26][CH:25]=1)[CH2:21][O:20][C:18]1[CH:17]=[CH:16][C:15]([S:29][C:30]2[CH:35]=[CH:34][C:33]([OH:36])=[CH:32][CH:31]=2)=[C:14]([NH:13][C:2]2[C:3]3[C:8](=[N:7][C:6]([CH3:12])=[CH:5][CH:4]=3)[N:9]=[CH:10][CH:11]=2)[CH:19]=1. (6) Given the reactants [OH:1][C:2]1[C:3](=[O:20])[CH:4]=[C:5]([CH2:8][NH:9][S:10]([C:13]2[CH:18]=[CH:17][CH:16]=[CH:15][C:14]=2[CH3:19])(=[O:12])=[O:11])[O:6][CH:7]=1.[OH:21][C:22]1C(=O)C=C(CNS(C2C=CC=CC=2)(=O)=O)OC=1CO, predict the reaction product. The product is: [OH:1][C:2]1[C:3](=[O:20])[CH:4]=[C:5]([CH2:8][NH:9][S:10]([C:13]2[CH:18]=[CH:17][CH:16]=[CH:15][C:14]=2[CH3:19])(=[O:12])=[O:11])[O:6][C:7]=1[CH2:22][OH:21].